Dataset: Reaction yield outcomes from USPTO patents with 853,638 reactions. Task: Predict the reaction yield, written as a fraction of the theoretical maximum amount of product (1.0 means a 100% yield; for example, 0.34 means a 34% yield). The reactants are [C:1]1([C:7](=O)[CH2:8][C:9]2[CH:10]=[N:11][CH:12]=[CH:13][CH:14]=2)[CH:6]=[CH:5][CH:4]=[CH:3][CH:2]=1.[CH2:16]([O:18][C:19]1[CH:20]=[C:21]([CH:24]=[C:25]([N+:28]([O-:30])=[O:29])[C:26]=1[OH:27])[CH:22]=O)[CH3:17].[NH2:31][C:32]([NH2:34])=[O:33].Cl.[CH2:36](O)C. No catalyst specified. The product is [NH2:11][C:12]1[CH:36]=[CH:10][C:9]([C:8]2[NH:34][C:32](=[O:33])[NH:31][CH:22]([C:21]3[CH:24]=[C:25]([N+:28]([O-:30])=[O:29])[C:26]([OH:27])=[C:19]([O:18][CH2:16][CH3:17])[CH:20]=3)[C:7]=2[C:1]2[CH:6]=[CH:5][CH:4]=[CH:3][CH:2]=2)=[CH:14][CH:13]=1. The yield is 0.437.